From a dataset of Reaction yield outcomes from USPTO patents with 853,638 reactions. Predict the reaction yield, written as a fraction of the theoretical maximum amount of product (1.0 means a 100% yield; for example, 0.34 means a 34% yield). (1) The reactants are [CH3:1][C:2]1[C:11]2[C:6](=[CH:7][C:8]([C:12]([F:15])([F:14])[F:13])=[CH:9][CH:10]=2)[N:5]([CH:16]2[CH2:21][CH2:20][O:19][CH2:18][CH2:17]2)[C:4](=[O:22])[C:3]=1[C:23]([O:25]CC)=[O:24].[OH-].[Na+]. The catalyst is C(O)C.O. The product is [CH3:1][C:2]1[C:11]2[C:6](=[CH:7][C:8]([C:12]([F:14])([F:13])[F:15])=[CH:9][CH:10]=2)[N:5]([CH:16]2[CH2:17][CH2:18][O:19][CH2:20][CH2:21]2)[C:4](=[O:22])[C:3]=1[C:23]([OH:25])=[O:24]. The yield is 0.910. (2) The reactants are Cl.[NH:2]1[CH2:5][CH:4]([NH:6][C:7]2[C:12]([F:13])=[CH:11][N:10]=[C:9]([C:14]3[C:22]4[C:17](=[N:18][CH:19]=[C:20]([Cl:23])[CH:21]=4)[N:16](S(C4C=CC(C)=CC=4)(=O)=O)[CH:15]=3)[N:8]=2)[CH2:3]1.CCN(C(C)C)C(C)C.[CH:43]1([CH2:48][S:49](Cl)(=[O:51])=[O:50])[CH2:47][CH2:46][CH2:45][CH2:44]1.N1CCOCC1. The catalyst is ClCCl. The product is [Cl:23][C:20]1[CH:21]=[C:22]2[C:14]([C:9]3[N:8]=[C:7]([NH:6][CH:4]4[CH2:5][N:2]([S:49]([CH2:48][CH:43]5[CH2:47][CH2:46][CH2:45][CH2:44]5)(=[O:51])=[O:50])[CH2:3]4)[C:12]([F:13])=[CH:11][N:10]=3)=[CH:15][NH:16][C:17]2=[N:18][CH:19]=1. The yield is 0.880. (3) The reactants are [CH2:1]([C:3]([C:25]1[CH:30]=[CH:29][C:28](B2OC(C)(C)C(C)(C)O2)=[C:27]([CH3:40])[CH:26]=1)([C:6]1[CH:11]=[CH:10][C:9]([C:12]#[C:13][C:14]2([O:19][Si:20]([CH3:23])([CH3:22])[CH3:21])[CH2:18][CH2:17][CH2:16][CH2:15]2)=[C:8]([CH3:24])[CH:7]=1)[CH2:4][CH3:5])[CH3:2].[CH3:41][O:42][C:43](=[O:52])[CH2:44][C:45]1[CH:50]=[CH:49][C:48](Br)=[CH:47][N:46]=1.P([O-])([O-])([O-])=O.[K+].[K+].[K+].[Cl-].[NH4+]. The catalyst is CN(C)C=O. The product is [CH3:41][O:42][C:43](=[O:52])[CH2:44][C:45]1[CH:50]=[CH:49][C:48]([C:28]2[CH:29]=[CH:30][C:25]([C:3]([CH2:1][CH3:2])([C:6]3[CH:11]=[CH:10][C:9]([C:12]#[C:13][C:14]4([O:19][Si:20]([CH3:22])([CH3:21])[CH3:23])[CH2:18][CH2:17][CH2:16][CH2:15]4)=[C:8]([CH3:24])[CH:7]=3)[CH2:4][CH3:5])=[CH:26][C:27]=2[CH3:40])=[CH:47][N:46]=1. The yield is 0.280. (4) The reactants are [Cl:1][C:2]1[C:3]([F:34])=[C:4]([NH:8][C:9]2[C:18]3[C:13](=[CH:14][C:15]([O:21][CH:22]4[CH2:27][CH2:26][N:25]([C:28](=[O:33])[C@H:29]([NH:31][CH3:32])[CH3:30])[CH2:24][CH2:23]4)=[C:16]([O:19][CH3:20])[CH:17]=3)[N:12]=[CH:11][N:10]=2)[CH:5]=[CH:6][CH:7]=1.C=O.S([O-])([O-])(=O)=O.[Mg+2].Cl.O1CCOC[CH2:45]1.C([BH3-])#N.[Na+]. The catalyst is CO. The product is [Cl:1][C:2]1[C:3]([F:34])=[C:4]([NH:8][C:9]2[C:18]3[C:13](=[CH:14][C:15]([O:21][CH:22]4[CH2:27][CH2:26][N:25]([C:28](=[O:33])[C@H:29]([N:31]([CH3:45])[CH3:32])[CH3:30])[CH2:24][CH2:23]4)=[C:16]([O:19][CH3:20])[CH:17]=3)[N:12]=[CH:11][N:10]=2)[CH:5]=[CH:6][CH:7]=1. The yield is 0.807.